This data is from Full USPTO retrosynthesis dataset with 1.9M reactions from patents (1976-2016). The task is: Predict the reactants needed to synthesize the given product. (1) Given the product [ClH:54].[ClH:54].[Cl-:54].[NH2:15][CH:16]1[CH2:21][CH2:20][CH2:19][N+:18]([CH2:22][CH2:23][CH2:24][C:25]2[CH:26]=[CH:27][C:28]([O:31][CH2:32][CH2:33][N:34]([CH3:35])[CH3:36])=[CH:29][CH:30]=2)([CH2:38][CH2:39][CH2:40][C:41]2[CH:42]=[CH:43][C:44]([O:47][CH2:48][CH2:49][N:50]([CH3:52])[CH3:51])=[CH:45][CH:46]=2)[CH2:17]1, predict the reactants needed to synthesize it. The reactants are: FC(F)(F)C([O-])=O.C(OC([NH:15][C@H:16]1[CH2:21][CH2:20][CH2:19][N+:18]([CH2:38][CH2:39][CH2:40][C:41]2[CH:46]=[CH:45][C:44]([O:47][CH2:48][C:49](=O)[N:50]([CH3:52])[CH3:51])=[CH:43][CH:42]=2)([CH2:22][CH2:23][CH2:24][C:25]2[CH:30]=[CH:29][C:28]([O:31][CH2:32][C:33](=O)[N:34]([CH3:36])[CH3:35])=[CH:27][CH:26]=2)[CH2:17]1)=O)(C)(C)C.[ClH:54]. (2) Given the product [Cl:1][C:2]1[N:3]=[N:4][C:5]([N:24]2[CH2:23][C@@H:22]3[CH2:18][N:19]([C:26]([O:28][C:29]([CH3:32])([CH3:31])[CH3:30])=[O:27])[CH2:20][C@@H:21]3[CH2:25]2)=[CH:6][CH:7]=1, predict the reactants needed to synthesize it. The reactants are: [Cl:1][C:2]1[N:3]=[N:4][C:5](Cl)=[CH:6][CH:7]=1.CCN(C(C)C)C(C)C.[CH2:18]1[C@@H:22]2[CH2:23][NH:24][CH2:25][C@@H:21]2[CH2:20][N:19]1[C:26]([O:28][C:29]([CH3:32])([CH3:31])[CH3:30])=[O:27]. (3) Given the product [Cl:31][C:28]1[CH:27]=[CH:26][C:25]([C:20]2([C:18]3[CH:19]=[C:14]4[C:15](=[CH:16][CH:17]=3)[NH:32][C:33](=[O:35])[CH:34]=[C:12]4[C:11]3[CH:36]=[CH:37][CH:38]=[C:9]([O:8][CH3:7])[CH:10]=3)[O:21][CH2:22][CH2:23][O:24]2)=[CH:30][CH:29]=1, predict the reactants needed to synthesize it. The reactants are: CC(C)([O-])C.[K+].[CH3:7][O:8][C:9]1[CH:10]=[C:11]([CH:36]=[CH:37][CH:38]=1)[C:12]([C:14]1[CH:19]=[C:18]([C:20]2([C:25]3[CH:30]=[CH:29][C:28]([Cl:31])=[CH:27][CH:26]=3)[O:24][CH2:23][CH2:22][O:21]2)[CH:17]=[CH:16][C:15]=1[NH:32][C:33](=[O:35])[CH3:34])=O. (4) The reactants are: Br[C:2]1[CH:11]=[C:10]2[C:5]([CH:6]=[C:7]([CH3:30])[C:8]([CH:19]([O:25][C:26]([CH3:29])([CH3:28])[CH3:27])[C:20]([O:22]CC)=[O:21])=[C:9]2[C:12]2[CH:17]=[CH:16][C:15]([Cl:18])=[CH:14][CH:13]=2)=[CH:4][CH:3]=1.[CH2:31]([Sn](CCCC)(CCCC)C=C)[CH2:32]CC.C(N(CC)CC)C. Given the product [C:26]([O:25][CH:19]([C:8]1[C:7]([CH3:30])=[CH:6][C:5]2[C:10](=[CH:11][C:2]([CH:31]=[CH2:32])=[CH:3][CH:4]=2)[C:9]=1[C:12]1[CH:17]=[CH:16][C:15]([Cl:18])=[CH:14][CH:13]=1)[C:20]([OH:22])=[O:21])([CH3:27])([CH3:28])[CH3:29], predict the reactants needed to synthesize it. (5) Given the product [F:24][C:19]1[CH:18]=[C:17]([CH2:16][C@@H:15]([C:10]2[C:9]([C:7]3[CH:6]=[CH:5][N:4]=[C:3]([C:1]([NH2:2])=[O:76])[CH:8]=3)=[CH:14][CH:13]=[CH:12][N:11]=2)[NH:25][C:26](=[O:38])[CH2:27][C:28]2[C:36]3[C:31](=[CH:32][CH:33]=[C:34]([OH:37])[CH:35]=3)[NH:30][CH:29]=2)[CH:22]=[C:21]([F:23])[CH:20]=1, predict the reactants needed to synthesize it. The reactants are: [C:1]([C:3]1[CH:8]=[C:7]([C:9]2[C:10]([C@@H:15]([NH:25][C:26](=[O:38])[CH2:27][C:28]3[C:36]4[C:31](=[CH:32][CH:33]=[C:34]([OH:37])[CH:35]=4)[NH:30][CH:29]=3)[CH2:16][C:17]3[CH:22]=[C:21]([F:23])[CH:20]=[C:19]([F:24])[CH:18]=3)=[N:11][CH:12]=[CH:13][CH:14]=2)[CH:6]=[CH:5][N:4]=1)#[N:2].C(C1C=C(C2C([C@@H](NC(=[O:76])CC3C4C(=CC=C(F)C=4)NC=3)CC3C=C(F)C=C(F)C=3)=NC=CC=2)C=CN=1)#N.